From a dataset of Peptide-MHC class II binding affinity with 134,281 pairs from IEDB. Regression. Given a peptide amino acid sequence and an MHC pseudo amino acid sequence, predict their binding affinity value. This is MHC class II binding data. (1) The peptide sequence is AYPSVLGQTIRNSRW. The MHC is HLA-DPA10201-DPB11401 with pseudo-sequence HLA-DPA10201-DPB11401. The binding affinity (normalized) is 0.0654. (2) The peptide sequence is YDKFLANVNTVLTGK. The MHC is DRB3_0202 with pseudo-sequence DRB3_0202. The binding affinity (normalized) is 0.860. (3) The peptide sequence is KFIPALEAAVKQAYA. The MHC is DRB3_0101 with pseudo-sequence DRB3_0101. The binding affinity (normalized) is 0.0750. (4) The peptide sequence is RVDGLELKKLGEVSW. The MHC is DRB1_0901 with pseudo-sequence DRB1_0901. The binding affinity (normalized) is 0.345. (5) The peptide sequence is LVEALYLVCGE. The MHC is HLA-DQA10102-DQB10604 with pseudo-sequence HLA-DQA10102-DQB10604. The binding affinity (normalized) is 0.187. (6) The peptide sequence is HGGMLVRNPLSRNST. The MHC is DRB1_0802 with pseudo-sequence DRB1_0802. The binding affinity (normalized) is 0.546. (7) The peptide sequence is MENRWQVMIVWQVDR. The MHC is HLA-DQA10104-DQB10503 with pseudo-sequence HLA-DQA10104-DQB10503. The binding affinity (normalized) is 0.391.